Predict the reactants needed to synthesize the given product. From a dataset of Full USPTO retrosynthesis dataset with 1.9M reactions from patents (1976-2016). (1) Given the product [F:23][C:24]1[CH:25]=[C:26]([CH:30]=[CH:31][C:32]=1[F:33])[C:27]([NH:14][C:15]1[CH:22]=[CH:21][C:18]([CH2:19][NH:20][C:4]2[C:3]3[C:8](=[CH:9][CH:10]=[CH:11][C:2]=3[CH3:1])[N:7]=[C:6]([NH:35][CH3:34])[N:5]=2)=[CH:17][CH:16]=1)=[O:28], predict the reactants needed to synthesize it. The reactants are: [CH3:1][C:2]1[CH:11]=[CH:10][CH:9]=[C:8]2[C:3]=1[C:4](Cl)=[N:5][C:6](Cl)=[N:7]2.[NH2:14][C:15]1[CH:22]=[CH:21][C:18]([CH2:19][NH2:20])=[CH:17][CH:16]=1.[F:23][C:24]1[CH:25]=[C:26]([CH:30]=[CH:31][C:32]=1[F:33])[C:27](Cl)=[O:28].[CH3:34][NH2:35]. (2) Given the product [CH3:1][O:2][C:3]1[C:12]([CH2:13][CH2:14][N:15]2[CH2:16][CH2:17][CH:18]([N:21]3[C:29]4[C:24](=[CH:25][CH:26]=[C:27]([C:30]([OH:32])=[O:31])[CH:28]=4)[CH:23]=[CH:22]3)[CH2:19][CH2:20]2)=[C:11]2[C:6]([C:7](=[O:36])[CH2:8][C:9]([CH3:34])([CH3:35])[O:10]2)=[CH:5][CH:4]=1, predict the reactants needed to synthesize it. The reactants are: [CH3:1][O:2][C:3]1[C:12]([CH2:13][CH2:14][N:15]2[CH2:20][CH2:19][CH:18]([N:21]3[C:29]4[C:24](=[CH:25][CH:26]=[C:27]([C:30]([O:32]C)=[O:31])[CH:28]=4)[CH:23]=[CH:22]3)[CH2:17][CH2:16]2)=[C:11]2[C:6]([C:7](=[O:36])[CH2:8][C:9]([CH3:35])([CH3:34])[O:10]2)=[CH:5][CH:4]=1.[OH-].[Na+].CO.Cl. (3) Given the product [C:7]([O:11][C:12]([N:14]1[CH2:19][CH2:18][CH2:17][C:16](=[CH:1][CH3:2])[CH2:15]1)=[O:13])([CH3:10])([CH3:9])[CH3:8], predict the reactants needed to synthesize it. The reactants are: [CH3:1][C:2](C)([O-])C.[K+].[C:7]([O:11][C:12]([N:14]1[CH2:19][CH2:18][CH2:17][C:16](=O)[CH2:15]1)=[O:13])([CH3:10])([CH3:9])[CH3:8].O. (4) Given the product [Cl:1][C:2]1[N:3]=[C:4]2[N:11]([CH2:33][CH2:34][O:35][CH:36]([CH3:38])[CH3:37])[C:10]3([CH2:15][CH2:14][CH2:13][CH2:12]3)[CH2:9][N:5]2[C:6](=[O:8])[CH:7]=1, predict the reactants needed to synthesize it. The reactants are: [Cl:1][C:2]1[N:3]=[C:4]2[NH:11][C:10]3([CH2:15][CH2:14][CH2:13][CH2:12]3)[CH2:9][N:5]2[C:6](=[O:8])[CH:7]=1.C(=O)([O-])[O-].[Cs+].[Cs+].CC1C=CC(S(O[CH2:33][CH2:34][O:35][CH:36]([CH3:38])[CH3:37])(=O)=O)=CC=1.O. (5) Given the product [Cl:1]([O-:5])(=[O:4])(=[O:3])=[O:2].[NH2:8][CH2:17][C:18]1[C+:19]=[C:20]2[C:24](=[CH:25][CH:26]=1)[N:23]1[CH2:27][CH:28]=[C:29]([CH3:31])[CH:30]=[C:22]1[C:21]2([CH3:33])[CH3:32], predict the reactants needed to synthesize it. The reactants are: [Cl:1]([O-:5])(=[O:4])(=[O:3])=[O:2].O=C1C2C(=CC=CC=2)C(=O)[N:8]1[CH2:17][C:18]1[C+:19]=[C:20]2[C:24](=[CH:25][CH:26]=1)[N:23]1[CH2:27][CH:28]=[C:29]([CH3:31])[CH:30]=[C:22]1[C:21]2([CH3:33])[CH3:32].O.NN. (6) Given the product [CH:23]([NH:26][C:13]([C:7]1[C:6]2[CH:11]=[CH:12][C:3]([O:2][CH3:1])=[CH:4][C:5]=2[O:9][C:8]=1[CH3:10])=[O:17])([CH3:25])[CH3:24], predict the reactants needed to synthesize it. The reactants are: [CH3:1][O:2][C:3]1[CH:12]=[CH:11][C:6]2[CH:7]=[C:8]([CH3:10])[O:9][C:5]=2[CH:4]=1.[C:13](Cl)(=[O:17])C(Cl)=O.[Al+3].[Cl-].[Cl-].[Cl-].[CH:23]([NH2:26])([CH3:25])[CH3:24]. (7) Given the product [CH:18]([N:13]1[C:12]([C:35]2[CH:36]=[CH:37][C:32]([N+:29]([O-:31])=[O:30])=[CH:33][CH:34]=2)=[C:11]2[C:15]([CH2:16][CH2:17][NH:8][CH2:9][CH2:10]2)=[N:14]1)([CH3:19])[CH3:20], predict the reactants needed to synthesize it. The reactants are: C(OC([N:8]1[CH2:17][CH2:16][C:15]2[C:11](=[C:12](OS(C(F)(F)F)(=O)=O)[N:13]([CH:18]([CH3:20])[CH3:19])[N:14]=2)[CH2:10][CH2:9]1)=O)(C)(C)C.[N+:29]([C:32]1[CH:37]=[CH:36][C:35](B(O)O)=[CH:34][CH:33]=1)([O-:31])=[O:30]. (8) Given the product [CH:1]1([C:4]2[C:9]([C:10]([OH:12])=[O:11])=[CH:8][N:7]=[CH:6][N:5]=2)[CH2:2][CH2:3]1, predict the reactants needed to synthesize it. The reactants are: [CH:1]1([C:4]2[C:9]([C:10]([O:12]C)=[O:11])=[CH:8][N:7]=[CH:6][N:5]=2)[CH2:3][CH2:2]1.C1(C2C(C(O)=O)=CN=C(N3CCOCC3)N=2)CC1. (9) Given the product [Cl:1][C:2]1[C:8]([CH3:9])=[CH:7][C:5]([NH:6][C:18]([O:20][C:21]2[CH:26]=[CH:25][CH:24]=[CH:23][CH:22]=2)=[O:19])=[C:4]([F:10])[CH:3]=1, predict the reactants needed to synthesize it. The reactants are: [Cl:1][C:2]1[C:8]([CH3:9])=[CH:7][C:5]([NH2:6])=[C:4]([F:10])[CH:3]=1.C(=O)([O-])[O-].[K+].[K+].Cl[C:18]([O:20][C:21]1[CH:26]=[CH:25][CH:24]=[CH:23][CH:22]=1)=[O:19].